Dataset: Forward reaction prediction with 1.9M reactions from USPTO patents (1976-2016). Task: Predict the product of the given reaction. Given the reactants [CH3:1][S:2]([C:5]1[CH:10]=[CH:9][C:8]([O:11][C:12]2[CH:17]=[CH:16][C:15]([N+:18]([O-])=O)=[CH:14][CH:13]=2)=[CH:7][N:6]=1)(=[O:4])=[O:3], predict the reaction product. The product is: [CH3:1][S:2]([C:5]1[N:6]=[CH:7][C:8]([O:11][C:12]2[CH:17]=[CH:16][C:15]([NH2:18])=[CH:14][CH:13]=2)=[CH:9][CH:10]=1)(=[O:4])=[O:3].